From a dataset of Peptide-MHC class II binding affinity with 134,281 pairs from IEDB. Regression. Given a peptide amino acid sequence and an MHC pseudo amino acid sequence, predict their binding affinity value. This is MHC class II binding data. (1) The peptide sequence is EDFVLVYDLHKEQLI. The MHC is DRB1_0101 with pseudo-sequence DRB1_0101. The binding affinity (normalized) is 0.595. (2) The peptide sequence is RRGRIGRNPNRDGDS. The MHC is DRB1_1301 with pseudo-sequence DRB1_1301. The binding affinity (normalized) is 0.535. (3) The peptide sequence is MGASYFAADRILPEL. The MHC is DRB1_0404 with pseudo-sequence DRB1_0404. The binding affinity (normalized) is 0.359. (4) The peptide sequence is PASWKNNRIWLQFAK. The MHC is DRB1_0301 with pseudo-sequence DRB1_0301. The binding affinity (normalized) is 0.243. (5) The peptide sequence is YKQMIKSRTLKSFFA. The MHC is DRB1_0101 with pseudo-sequence DRB1_0101. The binding affinity (normalized) is 0.869. (6) The peptide sequence is KVITALTERLYVGGPMHNSK. The MHC is DRB1_0701 with pseudo-sequence DRB1_0701. The binding affinity (normalized) is 0.139. (7) The peptide sequence is GVTYEIDLTNKN. The MHC is HLA-DPA10201-DPB10101 with pseudo-sequence HLA-DPA10201-DPB10101. The binding affinity (normalized) is 0.261.